From a dataset of Forward reaction prediction with 1.9M reactions from USPTO patents (1976-2016). Predict the product of the given reaction. (1) The product is: [F:22][C:13]([F:21])([C:14]1[CH:19]=[CH:18][C:17]([F:20])=[CH:16][CH:15]=1)[CH2:12][CH2:11][S:10][C:6]1[N:7]=[CH:8][S:9][C:5]=1[C:3]([OH:4])=[O:2]. Given the reactants C[O:2][C:3]([C:5]1[S:9][CH:8]=[N:7][C:6]=1[S:10][CH2:11][CH2:12][C:13]([F:22])([F:21])[C:14]1[CH:19]=[CH:18][C:17]([F:20])=[CH:16][CH:15]=1)=[O:4].[OH-].[K+].CCO, predict the reaction product. (2) Given the reactants [CH2:1]([C:5]1[N:6]=[C:7]([CH3:27])[NH:8][C:9](=[O:26])[C:10]=1[CH2:11][C:12]1[CH:17]=[CH:16][C:15]([C:18]2[C:19]([C:24]#[N:25])=[CH:20][CH:21]=[CH:22][CH:23]=2)=[CH:14][CH:13]=1)[CH2:2][CH2:3][CH3:4].[H-].[Na+].CN(C)C=O.Br[CH2:36][CH:37]1[CH2:42][CH2:41][CH2:40][CH2:39][CH2:38]1, predict the reaction product. The product is: [CH2:1]([C:5]1[N:6]=[C:7]([CH3:27])[N:8]([CH2:36][CH:37]2[CH2:42][CH2:41][CH2:40][CH2:39][CH2:38]2)[C:9](=[O:26])[C:10]=1[CH2:11][C:12]1[CH:17]=[CH:16][C:15]([C:18]2[C:19]([C:24]#[N:25])=[CH:20][CH:21]=[CH:22][CH:23]=2)=[CH:14][CH:13]=1)[CH2:2][CH2:3][CH3:4]. (3) Given the reactants [N+:1]([C:4]1[CH:12]=[C:11]([C:13]([OH:15])=[O:14])[CH:10]=[CH:9][C:5]=1[C:6]([OH:8])=[O:7])([O-:3])=[O:2].[CH2:16]1[CH2:20]OC[CH2:17]1.C(Cl)(=O)C(Cl)=O.CN1CCOCC1, predict the reaction product. The product is: [CH2:20]([O:14][C:13]([C:11]1[CH:10]=[CH:9][C:5]([C:6]([OH:8])=[O:7])=[C:4]([N+:1]([O-:3])=[O:2])[CH:12]=1)=[O:15])[CH:16]=[CH2:17]. (4) Given the reactants [C:1]([O:5][C:6]([NH:8][C@@H:9]1[CH2:14][CH2:13][N:12](C(OCC2C=CC=CC=2)=O)[CH2:11][C@H:10]1[O:25][Si:26]([C:29]([CH3:32])([CH3:31])[CH3:30])([CH3:28])[CH3:27])=[O:7])([CH3:4])([CH3:3])[CH3:2], predict the reaction product. The product is: [Si:26]([O:25][C@H:10]1[C@H:9]([NH:8][C:6](=[O:7])[O:5][C:1]([CH3:4])([CH3:3])[CH3:2])[CH2:14][CH2:13][NH:12][CH2:11]1)([C:29]([CH3:32])([CH3:31])[CH3:30])([CH3:28])[CH3:27]. (5) Given the reactants [CH2:1]([O:3][C:4]([CH:6]1[CH2:11][CH2:10][NH:9][CH2:8][CH2:7]1)=[O:5])[CH3:2].C(N(CC)CC)C.[C:19](Cl)(=[O:28])[O:20][CH2:21][C:22]1[CH:27]=[CH:26][CH:25]=[CH:24][CH:23]=1, predict the reaction product. The product is: [CH2:1]([O:3][C:4]([CH:6]1[CH2:11][CH2:10][N:9]([C:19]([O:20][CH2:21][C:22]2[CH:27]=[CH:26][CH:25]=[CH:24][CH:23]=2)=[O:28])[CH2:8][CH2:7]1)=[O:5])[CH3:2]. (6) Given the reactants [NH2:1][CH:2]([C:17]1[CH:22]=[CH:21][CH:20]=[CH:19][CH:18]=1)[C:3]([N:14]([CH3:16])[CH3:15])([CH2:5][O:6][Si:7]([C:10]([CH3:13])([CH3:12])[CH3:11])([CH3:9])[CH3:8])[CH3:4].[F:23][C:24]([F:39])([F:38])[C:25]1[CH:34]=[C:33]([C:35](O)=[O:36])[C:32]2[C:27](=[CH:28][CH:29]=[CH:30][CH:31]=2)[N:26]=1.C1(N=C=NC2CCCCC2)CCCCC1.C1C=CC2N(O)N=NC=2C=1, predict the reaction product. The product is: [CH3:16][N:14]([CH3:15])[C:3]([CH3:4])([CH2:5][O:6][Si:7]([C:10]([CH3:11])([CH3:12])[CH3:13])([CH3:8])[CH3:9])[CH:2]([NH:1][C:35]([C:33]1[C:32]2[C:27](=[CH:28][CH:29]=[CH:30][CH:31]=2)[N:26]=[C:25]([C:24]([F:39])([F:23])[F:38])[CH:34]=1)=[O:36])[C:17]1[CH:22]=[CH:21][CH:20]=[CH:19][CH:18]=1. (7) Given the reactants [CH3:1][C:2]1[O:3][C:4]2[CH:13]=[C:12]([O:14][C:15]3[C:24]4[C:19](=[CH:20][C:21]([O:25][CH2:26][CH2:27][N:28]5[CH2:32][CH2:31][CH2:30][CH2:29]5)=[CH:22][CH:23]=4)[N:18]=[CH:17][CH:16]=3)[CH:11]=[CH:10][C:5]=2[C:6]=1[C:7](O)=[O:8].[CH3:33][C:34]1[CH:39]=[C:38]([CH3:40])[N:37]=[C:36]([NH2:41])[CH:35]=1.CN(C(ON1N=NC2C=CC=NC1=2)=[N+](C)C)C.F[P-](F)(F)(F)(F)F.CCN(CC)CC, predict the reaction product. The product is: [CH3:33][C:34]1[CH:39]=[C:38]([CH3:40])[N:37]=[C:36]([NH:41][C:7]([C:6]2[C:5]3[CH:10]=[CH:11][C:12]([O:14][C:15]4[C:24]5[C:19](=[CH:20][C:21]([O:25][CH2:26][CH2:27][N:28]6[CH2:32][CH2:31][CH2:30][CH2:29]6)=[CH:22][CH:23]=5)[N:18]=[CH:17][CH:16]=4)=[CH:13][C:4]=3[O:3][C:2]=2[CH3:1])=[O:8])[CH:35]=1.